This data is from Full USPTO retrosynthesis dataset with 1.9M reactions from patents (1976-2016). The task is: Predict the reactants needed to synthesize the given product. (1) Given the product [F:11][C:12]1[CH:17]=[C:16]([O:18][CH3:19])[CH:15]=[CH:14][C:13]=1[CH2:20][CH2:21][NH:22][C:23]1[C:24]2[N:31]=[CH:30][S:29][C:25]=2[N:26]=[CH:27][N:28]=1, predict the reactants needed to synthesize it. The reactants are: ClC1C2N=CSC=2N=CN=1.[F:11][C:12]1[CH:17]=[C:16]([O:18][CH3:19])[CH:15]=[CH:14][C:13]=1[CH2:20][CH2:21][NH:22][C:23]1[C:24]2[N:31]=[CH:30][S:29][C:25]=2[N:26]=[CH:27][N:28]=1.Cl.FC1C=C(OC)C=CC=1CCN.C(N(CC)CC)C. (2) Given the product [Cl:1][C:2]1[CH:8]=[C:7]([O:9][C:10]2[C:19]3[C:14](=[CH:15][C:16]([O:22][CH3:23])=[C:17]([O:20][CH3:21])[CH:18]=3)[N:13]=[CH:12][N:11]=2)[CH:6]=[CH:5][C:3]=1[NH:4][C:35]([NH:48][CH2:47][CH2:46][N:45]([CH2:43][CH3:44])[C:49]1[CH:54]=[CH:53][CH:52]=[C:51]([CH3:55])[CH:50]=1)=[O:41], predict the reactants needed to synthesize it. The reactants are: [Cl:1][C:2]1[CH:8]=[C:7]([O:9][C:10]2[C:19]3[C:14](=[CH:15][C:16]([O:22][CH3:23])=[C:17]([O:20][CH3:21])[CH:18]=3)[N:13]=[CH:12][N:11]=2)[CH:6]=[CH:5][C:3]=1[NH2:4].C(N(CC)CC)C.ClC(Cl)(O[C:35](=[O:41])OC(Cl)(Cl)Cl)Cl.[CH2:43]([N:45]([C:49]1[CH:54]=[CH:53][CH:52]=[C:51]([CH3:55])[CH:50]=1)[CH2:46][CH2:47][NH2:48])[CH3:44]. (3) Given the product [CH:2]([C:3]1[NH:11][N:10]=[C:5]([NH2:6])[CH:4]=1)([CH3:8])[CH3:1], predict the reactants needed to synthesize it. The reactants are: [CH3:1][CH:2]([CH3:8])[C:3](=O)[CH2:4][C:5]#[N:6].O.[NH2:10][NH2:11]. (4) Given the product [Br:1][C:23]1[C:22]2[C:26](=[CH:27][C:19]([C:17]3[CH:18]=[CH:13][C:14]([OH:34])=[CH:15][CH:16]=3)=[CH:20][CH:21]=2)[N:25]([C:28]2[CH:33]=[CH:32][N:31]=[CH:30][CH:29]=2)[CH:24]=1, predict the reactants needed to synthesize it. The reactants are: [Br:1]N1C(=O)CCC1=O.C([C:13]1[CH:18]=[C:17]([C:19]2[CH:27]=[C:26]3[C:22]([CH:23]=[CH:24][N:25]3[C:28]3[CH:33]=[CH:32][N:31]=[CH:30][CH:29]=3)=[CH:21][CH:20]=2)[CH:16]=[CH:15][C:14]=1[OH:34])(C)(C)C.N1C=CC=CC=1.O. (5) Given the product [CH2:26]([N:10]1[C:9]2[CH:14]=[C:5]([CH2:4][C:3]3[CH:15]=[C:16]([I:19])[CH:17]=[CH:18][C:2]=3[Br:1])[CH:6]=[CH:7][C:8]=2[O:13][CH2:12][CH2:11]1)[C:27]1[CH:32]=[CH:31][CH:30]=[CH:29][CH:28]=1, predict the reactants needed to synthesize it. The reactants are: [Br:1][C:2]1[CH:18]=[CH:17][C:16]([I:19])=[CH:15][C:3]=1[CH2:4][C:5]1[CH:6]=[CH:7][C:8]2[O:13][CH2:12][CH2:11][NH:10][C:9]=2[CH:14]=1.C(=O)([O-])[O-].[K+].[K+].[CH2:26](Br)[C:27]1[CH:32]=[CH:31][CH:30]=[CH:29][CH:28]=1.